Dataset: Catalyst prediction with 721,799 reactions and 888 catalyst types from USPTO. Task: Predict which catalyst facilitates the given reaction. (1) The catalyst class is: 43. Reactant: [OH:1][B:2]1[C:6]2[CH:7]=[C:8]([NH:11][S:12]([C:15]3[CH:20]=[CH:19][C:18]([O:21][CH3:22])=[CH:17][C:16]=3[N+:23]([O-])=O)(=[O:14])=[O:13])[CH:9]=[CH:10][C:5]=2[CH2:4][O:3]1. Product: [NH2:23][C:16]1[CH:17]=[C:18]([O:21][CH3:22])[CH:19]=[CH:20][C:15]=1[S:12]([NH:11][C:8]1[CH:9]=[CH:10][C:5]2[CH2:4][O:3][B:2]([OH:1])[C:6]=2[CH:7]=1)(=[O:13])=[O:14]. (2) Reactant: [NH2:1][C:2]1[CH:3]=[C:4]([CH:17]=[CH:18][C:19]=1[F:20])[O:5][C:6]1[CH:13]=[CH:12][C:11]([N+:14]([O-:16])=[O:15])=[CH:10][C:7]=1[C:8]#[N:9].[F:21][C:22]([F:33])([F:32])[C:23](O[C:23](=[O:24])[C:22]([F:33])([F:32])[F:21])=[O:24]. Product: [C:8]([C:7]1[CH:10]=[C:11]([N+:14]([O-:16])=[O:15])[CH:12]=[CH:13][C:6]=1[O:5][C:4]1[CH:17]=[CH:18][C:19]([F:20])=[C:2]([NH:1][C:23](=[O:24])[C:22]([F:33])([F:32])[F:21])[CH:3]=1)#[N:9]. The catalyst class is: 7. (3) Reactant: [NH2:1][C:2]1[CH:12]=[CH:11][C:5]([C:6]([O:8][CH2:9][CH3:10])=[O:7])=[CH:4][C:3]=1[N+:13]([O-:15])=[O:14].CO[CH:18]1[CH2:22][CH2:21][CH:20](OC)O1. Product: [N+:13]([C:3]1[CH:4]=[C:5]([CH:11]=[CH:12][C:2]=1[N:1]1[CH:18]=[CH:22][CH:21]=[CH:20]1)[C:6]([O:8][CH2:9][CH3:10])=[O:7])([O-:15])=[O:14]. The catalyst class is: 15.